Dataset: Forward reaction prediction with 1.9M reactions from USPTO patents (1976-2016). Task: Predict the product of the given reaction. (1) Given the reactants [CH2:1]([C:3]1[O:4][C:5]2[CH:11]=[CH:10][CH:9]=[CH:8][C:6]=2[CH:7]=1)[CH3:2].N#N.[Cl:14][C:15]1[CH:16]=[C:17]([CH:21]=[C:22]([Cl:25])[C:23]=1[OH:24])[C:18](Cl)=[O:19].[Sn](Cl)(Cl)(Cl)Cl, predict the reaction product. The product is: [Cl:14][C:15]1[CH:16]=[C:17]([C:18]([C:7]2[C:6]3[CH:8]=[CH:9][CH:10]=[CH:11][C:5]=3[O:4][C:3]=2[CH2:1][CH3:2])=[O:19])[CH:21]=[C:22]([Cl:25])[C:23]=1[OH:24]. (2) Given the reactants C(Cl)Cl.[N:4]([CH2:7][C:8]([O:10][CH2:11][CH3:12])=[O:9])=[N+:5]=[N-:6].[Br:13][C:14]1[CH:19]=[CH:18][C:17]([N:20]2[C:24]([CH:25]=O)=[CH:23][N:22]=[CH:21]2)=[CH:16][CH:15]=1.[O-]CC.[K+], predict the reaction product. The product is: [N:4]([C:7](=[CH:25][C:24]1[N:20]([C:17]2[CH:18]=[CH:19][C:14]([Br:13])=[CH:15][CH:16]=2)[CH:21]=[N:22][CH:23]=1)[C:8]([O:10][CH2:11][CH3:12])=[O:9])=[N+:5]=[N-:6]. (3) Given the reactants C1([NH2:7])CCCCC1.[CH:8]1([OH:14])[CH2:13][CH2:12][CH2:11][CH2:10][CH2:9]1.[C:15]([O:23]C)(=[O:22])[C:16]1[CH:21]=[CH:20][CH:19]=[CH:18][CH:17]=1, predict the reaction product. The product is: [C:15]([O:14][CH:8]1[CH2:13][CH2:12][CH2:11][CH2:10][CH2:9]1)(=[O:22])[C:16]1[CH:21]=[CH:20][CH:19]=[CH:18][CH:17]=1.[CH:8]1([C:17]2[CH:18]=[CH:19][CH:20]=[CH:21][C:16]=2[C:15]([NH2:7])=[O:23])[CH2:13][CH2:12][CH2:11][CH2:10][CH2:9]1. (4) Given the reactants [Cl:1][C:2]1[CH:18]=[CH:17][CH:16]=[C:15]([Cl:19])[C:3]=1[CH2:4][N:5]1[CH2:9][CH2:8][N:7]([CH2:10][C:11]([OH:13])=O)[C:6]1=[O:14].[CH3:20][NH:21][C:22]1[CH:27]=[CH:26][CH:25]=[CH:24][CH:23]=1.C(N=C=NCCCN(C)C)C.ON1C2C=CC=CC=2N=N1, predict the reaction product. The product is: [Cl:19][C:15]1[CH:16]=[CH:17][CH:18]=[C:2]([Cl:1])[C:3]=1[CH2:4][N:5]1[CH2:9][CH2:8][N:7]([CH2:10][C:11]([N:21]([CH3:20])[C:22]2[CH:27]=[CH:26][CH:25]=[CH:24][CH:23]=2)=[O:13])[C:6]1=[O:14]. (5) Given the reactants C1(C)C=CC(S(O)(=O)=O)=CC=1.[CH2:12]([N:19]1[C:23](N)=[CH:22][CH:21]=[N:20]1)[C:13]1[CH:18]=[CH:17][CH:16]=[CH:15][CH:14]=1.N([O-])=O.[Na+].[I-:29].[K+], predict the reaction product. The product is: [CH2:12]([N:19]1[C:23]([I:29])=[CH:22][CH:21]=[N:20]1)[C:13]1[CH:18]=[CH:17][CH:16]=[CH:15][CH:14]=1. (6) Given the reactants [OH:1][C:2]1[CH:7]=[CH:6][C:5]([C@@H:8]([C:15]2[N:19]([CH3:20])[CH:18]=[N:17][CH:16]=2)[CH2:9][C:10]([O:12]CC)=[O:11])=[CH:4][CH:3]=1.Br[CH2:22][C:23]1[CH:24]=[C:25]2[C:30](=[CH:31][CH:32]=1)[C:29]([CH3:34])([CH3:33])[CH2:28][CH2:27][C:26]2([CH3:36])[CH3:35].C(=O)([O-])[O-].[Cs+].[Cs+].[Li+].[OH-], predict the reaction product. The product is: [CH3:20][N:19]1[C:15]([C@H:8]([C:5]2[CH:4]=[CH:3][C:2]([O:1][CH2:22][C:23]3[CH:32]=[CH:31][C:30]4[C:29]([CH3:34])([CH3:33])[CH2:28][CH2:27][C:26]([CH3:36])([CH3:35])[C:25]=4[CH:24]=3)=[CH:7][CH:6]=2)[CH2:9][C:10]([OH:12])=[O:11])=[CH:16][N:17]=[CH:18]1. (7) The product is: [F:22][C:19]1[CH:20]=[CH:21][C:16]([CH:4]2[NH:3][CH:2]([N:7]3[CH2:23][CH2:24][CH2:28][CH:27]3[CH3:26])[CH2:29][CH:6]([N:8]3[CH2:13][CH2:12][CH:11]([C:14]#[N:15])[CH2:10][CH2:9]3)[CH2:5]2)=[CH:17][CH:18]=1. Given the reactants Cl[C:2]1[N:7]=[C:6]([N:8]2[CH2:13][CH2:12][CH:11]([C:14]#[N:15])[CH2:10][CH2:9]2)[CH:5]=[C:4]([C:16]2[CH:21]=[CH:20][C:19]([F:22])=[CH:18][CH:17]=2)[N:3]=1.[CH3:23][CH:24]1[CH2:28][CH2:27][CH2:26]N1.[CH3:29]C(N(C)C)=O, predict the reaction product.